Dataset: NCI-60 drug combinations with 297,098 pairs across 59 cell lines. Task: Regression. Given two drug SMILES strings and cell line genomic features, predict the synergy score measuring deviation from expected non-interaction effect. Drug 1: C1=CC=C(C=C1)NC(=O)CCCCCCC(=O)NO. Drug 2: C(CN)CNCCSP(=O)(O)O. Cell line: SF-268. Synergy scores: CSS=8.73, Synergy_ZIP=-1.66, Synergy_Bliss=-2.79, Synergy_Loewe=-18.5, Synergy_HSA=-3.37.